From a dataset of CYP2C19 inhibition data for predicting drug metabolism from PubChem BioAssay. Regression/Classification. Given a drug SMILES string, predict its absorption, distribution, metabolism, or excretion properties. Task type varies by dataset: regression for continuous measurements (e.g., permeability, clearance, half-life) or binary classification for categorical outcomes (e.g., BBB penetration, CYP inhibition). Dataset: cyp2c19_veith. The molecule is Cc1ccc(NC(=O)/C(=C\c2ccc3c(c2)OCO3)NC(=O)c2ccco2)cc1. The result is 0 (non-inhibitor).